From a dataset of NCI-60 drug combinations with 297,098 pairs across 59 cell lines. Regression. Given two drug SMILES strings and cell line genomic features, predict the synergy score measuring deviation from expected non-interaction effect. (1) Drug 2: C1C(C(OC1N2C=NC(=NC2=O)N)CO)O. Synergy scores: CSS=33.9, Synergy_ZIP=1.39, Synergy_Bliss=2.79, Synergy_Loewe=-12.6, Synergy_HSA=6.03. Cell line: CCRF-CEM. Drug 1: C1=CC=C(C(=C1)C(C2=CC=C(C=C2)Cl)C(Cl)Cl)Cl. (2) Synergy scores: CSS=31.0, Synergy_ZIP=-6.95, Synergy_Bliss=-0.946, Synergy_Loewe=-15.3, Synergy_HSA=-0.523. Drug 1: CC1C(C(CC(O1)OC2CC(CC3=C2C(=C4C(=C3O)C(=O)C5=C(C4=O)C(=CC=C5)OC)O)(C(=O)C)O)N)O.Cl. Cell line: HT29. Drug 2: C1CC(C1)(C(=O)O)C(=O)O.[NH2-].[NH2-].[Pt+2]. (3) Drug 1: C1=NC(=NC(=O)N1C2C(C(C(O2)CO)O)O)N. Drug 2: CN(C(=O)NC(C=O)C(C(C(CO)O)O)O)N=O. Cell line: A549. Synergy scores: CSS=19.5, Synergy_ZIP=-5.76, Synergy_Bliss=-0.155, Synergy_Loewe=-21.1, Synergy_HSA=-2.72. (4) Drug 1: CC12CCC3C(C1CCC2=O)CC(=C)C4=CC(=O)C=CC34C. Drug 2: CC(CN1CC(=O)NC(=O)C1)N2CC(=O)NC(=O)C2. Cell line: SN12C. Synergy scores: CSS=53.4, Synergy_ZIP=5.95, Synergy_Bliss=6.89, Synergy_Loewe=8.21, Synergy_HSA=10.1. (5) Drug 1: C1=CC=C(C=C1)NC(=O)CCCCCCC(=O)NO. Drug 2: CCC1(C2=C(COC1=O)C(=O)N3CC4=CC5=C(C=CC(=C5CN(C)C)O)N=C4C3=C2)O.Cl. Cell line: UACC-257. Synergy scores: CSS=22.9, Synergy_ZIP=-5.43, Synergy_Bliss=0.646, Synergy_Loewe=-0.125, Synergy_HSA=2.15.